Predict the reactants needed to synthesize the given product. From a dataset of Full USPTO retrosynthesis dataset with 1.9M reactions from patents (1976-2016). (1) Given the product [C:1]([NH:4][CH2:5][C@@H:6]1[O:10][C:9](=[O:11])[N:8]([C:12]2[CH:73]=[CH:72][C:15]([O:16][CH2:17][C:18]3([O:42][C:43](=[O:71])[CH:44]([NH2:60])[CH2:45][CH2:46][CH2:47][CH2:48][NH2:49])[CH2:19][CH2:20][N:21]([C:24]4[N:33]=[C:32]5[C:27]([C:28](=[O:40])[C:29]([C:37]([OH:39])=[O:38])=[CH:30][N:31]5[CH:34]5[CH2:36][CH2:35]5)=[CH:26][C:25]=4[F:41])[CH2:22][CH2:23]3)=[C:14]([F:74])[CH:13]=2)[CH2:7]1)(=[O:3])[CH3:2], predict the reactants needed to synthesize it. The reactants are: [C:1]([NH:4][CH2:5][C@@H:6]1[O:10][C:9](=[O:11])[N:8]([C:12]2[CH:73]=[CH:72][C:15]([O:16][CH2:17][C:18]3([O:42][C:43](=[O:71])[CH:44]([NH:60]C(OCC4C=CC=CC=4)=O)[CH2:45][CH2:46][CH2:47][CH2:48][NH:49]C(OCC4C=CC=CC=4)=O)[CH2:23][CH2:22][N:21]([C:24]4[N:33]=[C:32]5[C:27]([C:28](=[O:40])[C:29]([C:37]([OH:39])=[O:38])=[CH:30][N:31]5[CH:34]5[CH2:36][CH2:35]5)=[CH:26][C:25]=4[F:41])[CH2:20][CH2:19]3)=[C:14]([F:74])[CH:13]=2)[CH2:7]1)(=[O:3])[CH3:2]. (2) Given the product [C:1]([O:5][C:6](=[O:22])[NH:7][CH:8]([C:12]1[N:13]([CH2:14][C:15]2[CH:16]=[CH:17][CH:18]=[CH:19][CH:20]=2)[C:29](=[O:30])[C:28]([C:34]#[N:35])=[C:27]([CH3:26])[N:21]=1)[CH:9]([CH3:11])[CH3:10])([CH3:3])([CH3:4])[CH3:2], predict the reactants needed to synthesize it. The reactants are: [C:1]([O:5][C:6](=[O:22])[NH:7][C@@H:8]([C:12](=[NH:21])[NH:13][CH2:14][C:15]1[CH:20]=[CH:19][CH:18]=[CH:17][CH:16]=1)[CH:9]([CH3:11])[CH3:10])([CH3:4])([CH3:3])[CH3:2].C(O[CH2:26][CH:27]=[C:28]([C:34]#[N:35])[C:29](OCC)=[O:30])C. (3) The reactants are: [Br:1][C:2]1[CH:9]=[C:8]([F:10])[C:5]([CH:6]=O)=[C:4]([F:11])[CH:3]=1.[C:12]([CH:17]=P(C1C=CC=CC=1)(C1C=CC=CC=1)C1C=CC=CC=1)([O:14][CH2:15][CH3:16])=[O:13]. Given the product [CH2:15]([O:14][C:12](=[O:13])[CH:17]=[CH:6][C:5]1[C:8]([F:10])=[CH:9][C:2]([Br:1])=[CH:3][C:4]=1[F:11])[CH3:16], predict the reactants needed to synthesize it.